Dataset: Full USPTO retrosynthesis dataset with 1.9M reactions from patents (1976-2016). Task: Predict the reactants needed to synthesize the given product. Given the product [CH3:1][C@@:2]([S:22]([CH3:25])(=[O:23])=[O:24])([CH2:8][CH2:9][N:10]1[C:14]([CH3:15])=[C:13]([C:16]2[CH:21]=[CH:20][CH:19]=[CH:18][CH:17]=2)[N:12]=[N:11]1)[C:3]([OH:5])=[O:4], predict the reactants needed to synthesize it. The reactants are: [CH3:1][C@@:2]([S:22]([CH3:25])(=[O:24])=[O:23])([CH2:8][CH2:9][N:10]1[C:14]([CH3:15])=[C:13]([C:16]2[CH:21]=[CH:20][CH:19]=[CH:18][CH:17]=2)[N:12]=[N:11]1)[C:3]([O:5]CC)=[O:4].C[C@@](S(C)(=O)=O)(CCN1C(C2C=CC=CC=2)=C(C)N=N1)C(OCC)=O.[Li+].[OH-].Cl.